From a dataset of Reaction yield outcomes from USPTO patents with 853,638 reactions. Predict the reaction yield, written as a fraction of the theoretical maximum amount of product (1.0 means a 100% yield; for example, 0.34 means a 34% yield). (1) The reactants are Cl.[NH2:2][C@H:3]1[CH2:10][CH2:9][CH2:8][NH:7][C:5](=[O:6])[CH2:4]1.C([O-])([O-])=O.[Na+].[Na+].[Br:17][CH2:18][CH2:19][CH2:20][CH2:21][CH2:22][CH2:23][CH2:24][CH2:25][CH2:26][CH2:27][C:28](Cl)=[O:29]. The catalyst is O.ClCCl. The product is [Br:17][CH2:18][CH2:19][CH2:20][CH2:21][CH2:22][CH2:23][CH2:24][CH2:25][CH2:26][CH2:27][C:28]([NH:2][C@H:3]1[CH2:10][CH2:9][CH2:8][NH:7][C:5](=[O:6])[CH2:4]1)=[O:29]. The yield is 0.790. (2) The reactants are [CH2:1]([N:3]([C:13]1[CH:18]=[CH:17][C:16]([C:19]([O:28][Si](CC)(CC)CC)([C:24]([F:27])([F:26])[F:25])[C:20]([F:23])([F:22])[F:21])=[CH:15][CH:14]=1)[CH2:4][CH:5]([C:7]1[CH:12]=[CH:11][CH:10]=[CH:9][CH:8]=1)[OH:6])[CH3:2].CCCC[N+](CCCC)(CCCC)CCCC.[F-]. The catalyst is C1COCC1. The product is [CH2:1]([N:3]([CH2:4][CH:5]([OH:6])[C:7]1[CH:12]=[CH:11][CH:10]=[CH:9][CH:8]=1)[C:13]1[CH:14]=[CH:15][C:16]([C:19]([OH:28])([C:24]([F:25])([F:26])[F:27])[C:20]([F:23])([F:22])[F:21])=[CH:17][CH:18]=1)[CH3:2]. The yield is 0.650. (3) The reactants are [CH3:1][S:2]([C:5]1[CH:10]=[CH:9][C:8]([CH:11]([CH2:16][CH:17]2[CH2:22][CH2:21][O:20][CH2:19][CH2:18]2)[C:12](=[O:15])[CH:13]=[CH2:14])=[CH:7][CH:6]=1)(=[O:4])=[O:3].[CH3:23][C:24]1([CH3:37])[O:28][CH:27]([C:29]2[CH:30]=[CH:31][C:32]([CH:35]=[O:36])=[N:33][CH:34]=2)[CH2:26][O:25]1.C(N(CC)CC)C. The catalyst is C(O)C.[Cl-].C([N+]1C(C)=C(CCO)SC=1)C1C=CC=CC=1.C(OCC)(=O)C. The product is [CH3:23][C:24]1([CH3:37])[O:28][CH:27]([C:29]2[CH:30]=[CH:31][C:32]([C:35](=[O:36])[CH2:14][CH2:13][C:12](=[O:15])[CH:11]([C:8]3[CH:7]=[CH:6][C:5]([S:2]([CH3:1])(=[O:4])=[O:3])=[CH:10][CH:9]=3)[CH2:16][CH:17]3[CH2:22][CH2:21][O:20][CH2:19][CH2:18]3)=[N:33][CH:34]=2)[CH2:26][O:25]1. The yield is 0.280.